Dataset: Catalyst prediction with 721,799 reactions and 888 catalyst types from USPTO. Task: Predict which catalyst facilitates the given reaction. (1) Reactant: [Cl:1][C:2]1[N:3]=[C:4]([N:23]2[CH:27]=[CH:26][CH:25]=[N:24]2)[C:5](=[O:22])[N:6]([CH2:17][CH:18]([CH3:21])[CH2:19][CH3:20])[C:7]=1[C:8]1[C:13]([F:14])=[CH:12][C:11]([OH:15])=[CH:10][C:9]=1[F:16].C(=O)([O-])[O-].[Cs+].[Cs+].Cl.Cl[CH2:36][CH2:37][N:38]([CH3:40])[CH3:39]. Product: [Cl:1][C:2]1[N:3]=[C:4]([N:23]2[CH:27]=[CH:26][CH:25]=[N:24]2)[C:5](=[O:22])[N:6]([CH2:17][CH:18]([CH3:21])[CH2:19][CH3:20])[C:7]=1[C:8]1[C:9]([F:16])=[CH:10][C:11]([O:15][CH2:36][CH2:37][N:38]([CH3:40])[CH3:39])=[CH:12][C:13]=1[F:14]. The catalyst class is: 9. (2) Reactant: [N+:1]([C:4]1[CH:17]=[CH:16][C:7]([O:8][CH2:9][CH2:10][N:11]2[CH:15]=[CH:14][CH:13]=[N:12]2)=[CH:6][CH:5]=1)([O-])=O.[H][H]. Product: [N:11]1([CH2:10][CH2:9][O:8][C:7]2[CH:6]=[CH:5][C:4]([NH2:1])=[CH:17][CH:16]=2)[CH:15]=[CH:14][CH:13]=[N:12]1. The catalyst class is: 541. (3) Reactant: [F:1][CH:2]([F:13])[C:3]1[NH:8][C:7](=[O:9])[C:6]([C:10]([OH:12])=O)=[CH:5][CH:4]=1.C1N=CN(C(N2C=NC=C2)=O)C=1.[CH:26]([NH2:29])([CH3:28])[CH3:27]. Product: [F:13][CH:2]([F:1])[C:3]1[NH:8][C:7](=[O:9])[C:6]([C:10]([NH:29][CH:26]([CH3:28])[CH3:27])=[O:12])=[CH:5][CH:4]=1. The catalyst class is: 7. (4) Reactant: C(=O)([O-])[O-].[K+].[K+].C([O:10][C@@H:11]([CH2:22][CH2:23][O:24][CH3:25])[C:12]([NH:14][C:15]1[CH:20]=[CH:19][C:18]([CH3:21])=[CH:17][N:16]=1)=[O:13])(=O)C.OS([O-])(=O)=O.[K+]. Product: [OH:10][C@@H:11]([CH2:22][CH2:23][O:24][CH3:25])[C:12]([NH:14][C:15]1[CH:20]=[CH:19][C:18]([CH3:21])=[CH:17][N:16]=1)=[O:13]. The catalyst class is: 5. (5) Reactant: [Cl:1][C:2]1[CH:7]=[CH:6][C:5]([C:8]2[S:16][C:15]3[C:14](=[O:17])[N:13]([C:18]4[CH:23]=[CH:22][C:21]([O:24][CH2:25][C@@H:26]([CH:28]5[CH2:30][CH2:29]5)[OH:27])=[C:20]([O:31][CH3:32])[CH:19]=4)[CH:12]=[N:11][C:10]=3[CH:9]=2)=[CH:4][CH:3]=1.C(N=C=NC(C)C)(C)C.C(OC([NH:49][C@H:50]([C:54](O)=[O:55])[CH:51]([CH3:53])[CH3:52])=O)(C)(C)C. Product: [NH2:49][C@@H:50]([CH:51]([CH3:53])[CH3:52])[C:54]([O:27][C@H:26]([CH:28]1[CH2:29][CH2:30]1)[CH2:25][O:24][C:21]1[CH:22]=[CH:23][C:18]([N:13]2[C:14](=[O:17])[C:15]3[S:16][C:8]([C:5]4[CH:6]=[CH:7][C:2]([Cl:1])=[CH:3][CH:4]=4)=[CH:9][C:10]=3[N:11]=[CH:12]2)=[CH:19][C:20]=1[O:31][CH3:32])=[O:55]. The catalyst class is: 143. (6) Reactant: [CH:1]1([CH2:4][CH2:5][O:6][C:7]2[CH:8]=[CH:9][C:10]3[C:14]([CH:15]=2)=[N:13][N:12]([C@H:16]2[CH2:21][CH2:20][C@H:19]([O:22][CH2:23][C@@H:24]([NH:26][C:27](=[O:33])OC(C)(C)C)[CH3:25])[CH2:18][CH2:17]2)[CH:11]=3)[CH2:3][CH2:2]1.Cl.[C:35](OCC)(=O)C. Product: [CH:1]1([CH2:4][CH2:5][O:6][C:7]2[CH:8]=[CH:9][C:10]3[C:14]([CH:15]=2)=[N:13][N:12]([C@H:16]2[CH2:21][CH2:20][C@H:19]([O:22][CH2:23][C@@H:24]([NH:26][C:27](=[O:33])[CH3:35])[CH3:25])[CH2:18][CH2:17]2)[CH:11]=3)[CH2:3][CH2:2]1. The catalyst class is: 13.